From a dataset of Catalyst prediction with 721,799 reactions and 888 catalyst types from USPTO. Predict which catalyst facilitates the given reaction. (1) Reactant: [CH:1]12[CH2:7][CH:4]([CH2:5][CH2:6]1)[CH2:3][CH:2]2[CH2:8]O.[NH2:10][C@H:11]([C:17]([OH:19])=[O:18])[CH2:12][CH2:13][C:14]([OH:16])=[O:15].O.C1(C)C=CC(S(O)(=O)=O)=CC=1. Product: [CH2:7]([CH:13]([C:14]([OH:16])=[O:15])[CH2:12][C@@H:11]([C:17]([OH:19])=[O:18])[NH2:10])[C:1]1[CH:2]=[CH:3][CH:4]=[CH:5][CH:6]=1.[CH:1]12[CH2:7][CH:4]([CH2:5][CH2:6]1)[CH2:3][CH:2]2[CH2:8][CH:13]([C:14]([OH:16])=[O:15])[CH2:12][C@@H:11]([C:17]([OH:19])=[O:18])[NH2:10]. The catalyst class is: 26. (2) Reactant: N(C(OCC)=O)=NC(OCC)=O.C1(P(C2C=CC=CC=2)C2C=CC=CC=2)C=CC=CC=1.[CH:32]1([C@@H:35]2[O:40][CH2:39][C@@:38]([NH:49][C:50]([NH:52][C:53](=[O:60])[C:54]3[CH:59]=[CH:58][CH:57]=[CH:56][CH:55]=3)=[S:51])([C:41]3[CH:46]=[CH:45][C:44]([F:47])=[CH:43][C:42]=3[F:48])[C@H:37]([C@@H:61](O)[CH3:62])[CH2:36]2)[CH2:34][CH2:33]1. Product: [CH:32]1([C@@H:35]2[O:40][CH2:39][C@:38]3([C:41]4[CH:46]=[CH:45][C:44]([F:47])=[CH:43][C:42]=4[F:48])[N:49]=[C:50]([NH:52][C:53](=[O:60])[C:54]4[CH:55]=[CH:56][CH:57]=[CH:58][CH:59]=4)[S:51][C@H:61]([CH3:62])[C@@H:37]3[CH2:36]2)[CH2:34][CH2:33]1. The catalyst class is: 7. (3) Reactant: C1C=C[NH+]=CC=1.[O-][Cr](Cl)(=O)=O.[OH:12][CH2:13]/[CH:14]=[C:15](/[CH2:17][CH2:18]/[CH:19]=[C:20](/[CH2:22][CH2:23][CH:24]=[C:25]([CH3:27])[CH3:26])\[CH3:21])\[CH3:16]. Product: [CH3:26][C:25]([CH3:27])=[CH:24][CH2:23][CH2:22]/[C:20](/[CH3:21])=[CH:19]/[CH2:18][CH2:17]/[C:15](/[CH3:16])=[CH:14]/[CH:13]=[O:12]. The catalyst class is: 4. (4) Reactant: [H-].[H-].[H-].[H-].[Li+].[Al+3].CON(C)[C:10]([C:12]1[CH:13]=[C:14]2[C:19](=[CH:20][CH:21]=1)[N:18]1[C:22]([O:25][CH3:26])=[N:23][N:24]=[C:17]1[C:16]([NH:27][CH:28]([CH3:30])[CH3:29])=[N:15]2)=[O:11].O.[OH-].[Na+]. Product: [CH:28]([NH:27][C:16]1[C:17]2[N:18]([C:22]([O:25][CH3:26])=[N:23][N:24]=2)[C:19]2[C:14]([N:15]=1)=[CH:13][C:12]([CH:10]=[O:11])=[CH:21][CH:20]=2)([CH3:30])[CH3:29]. The catalyst class is: 49. (5) Reactant: C([N:8]1[CH2:12][CH2:11][C@@H:10]([NH:13][C:14](=[O:24])[CH2:15][NH:16][C:17](=[O:23])[O:18][C:19]([CH3:22])([CH3:21])[CH3:20])[CH2:9]1)C1C=CC=CC=1.[H][H].[CH3:27]O. Product: [CH3:27][N:13]([C@@H:10]1[CH2:11][CH2:12][NH:8][CH2:9]1)[C:14](=[O:24])[CH2:15][NH:16][C:17](=[O:23])[O:18][C:19]([CH3:20])([CH3:21])[CH3:22]. The catalyst class is: 45. (6) The catalyst class is: 1. Product: [N+:22]([C:21]1[C:16]([O:14][CH:12]2[CH2:13][N:10]([C:3]([O:5][C:6]([CH3:9])([CH3:8])[CH3:7])=[O:4])[CH2:11]2)=[N:17][CH:18]=[CH:19][CH:20]=1)([O-:24])=[O:23]. Reactant: [H-].[Na+].[C:3]([N:10]1[CH2:13][CH:12]([OH:14])[CH2:11]1)([O:5][C:6]([CH3:9])([CH3:8])[CH3:7])=[O:4].F[C:16]1[C:21]([N+:22]([O-:24])=[O:23])=[CH:20][CH:19]=[CH:18][N:17]=1.O. (7) Reactant: [CH3:1][N:2]1[C:6]([CH:7]=[O:8])=[CH:5][N:4]=[CH:3]1.[F:9][C:10]1[CH:15]=[CH:14][C:13]([Mg]Br)=[CH:12][CH:11]=1. Product: [F:9][C:10]1[CH:15]=[CH:14][C:13]([CH:7]([C:6]2[N:2]([CH3:1])[CH:3]=[N:4][CH:5]=2)[OH:8])=[CH:12][CH:11]=1. The catalyst class is: 7. (8) Reactant: Cl[C:2]1[CH:7]=[C:6]([O:8][CH2:9][CH:10]2[CH2:12][CH2:11]2)[N:5]=[C:4]([C:13]([O:15][CH3:16])=[O:14])[CH:3]=1.[CH2:17]([NH:19][C:20](=[O:42])[NH:21][C:22]1[N:27]=[CH:26][C:25](B(O)O)=[C:24]([C:31]2[S:32][CH:33]=[C:34]([C:36]3[CH:41]=[CH:40][CH:39]=[CH:38][CH:37]=3)[N:35]=2)[CH:23]=1)[CH3:18].O1CCOCC1.C(=O)(O)[O-].[Na+]. Product: [CH:10]1([CH2:9][O:8][C:6]2[N:5]=[C:4]([C:13]([O:15][CH3:16])=[O:14])[CH:3]=[C:2]([C:25]3[CH:26]=[N:27][C:22]([NH:21][C:20]([NH:19][CH2:17][CH3:18])=[O:42])=[CH:23][C:24]=3[C:31]3[S:32][CH:33]=[C:34]([C:36]4[CH:41]=[CH:40][CH:39]=[CH:38][CH:37]=4)[N:35]=3)[CH:7]=2)[CH2:12][CH2:11]1. The catalyst class is: 257. (9) Reactant: [I:1]I.[OH-].[K+].[CH:5]1([C:8]2[N:13]=[C:12]([C:14]3[CH:15]=[C:16]4[C:20](=[CH:21][CH:22]=3)[NH:19][CH:18]=[CH:17]4)[CH:11]=[N:10][CH:9]=2)[CH2:7][CH2:6]1.OS([O-])=O.[Na+]. Product: [CH:5]1([C:8]2[N:13]=[C:12]([C:14]3[CH:15]=[C:16]4[C:20](=[CH:21][CH:22]=3)[NH:19][CH:18]=[C:17]4[I:1])[CH:11]=[N:10][CH:9]=2)[CH2:7][CH2:6]1. The catalyst class is: 3. (10) Reactant: C([C:4]1([C:10]2[C:18]3[C:13](=[CH:14][CH:15]=[C:16]([NH:19][C:20]([C:22]4[CH:27]=[CH:26][CH:25]=[CH:24][N:23]=4)=[O:21])[CH:17]=3)[NH:12][N:11]=2)[CH:9]=[CH:8][CH:7]=[CH:6][CH2:5]1)(=O)C.N. Product: [C:4]1([C:10]2[C:18]3[C:13](=[CH:14][CH:15]=[C:16]([NH:19][C:20]([C:22]4[CH:27]=[CH:26][CH:25]=[CH:24][N:23]=4)=[O:21])[CH:17]=3)[NH:12][N:11]=2)[CH:5]=[CH:6][CH:7]=[CH:8][CH:9]=1. The catalyst class is: 5.